From a dataset of Full USPTO retrosynthesis dataset with 1.9M reactions from patents (1976-2016). Predict the reactants needed to synthesize the given product. (1) Given the product [CH2:1]([N:8]([CH2:37][CH:35]([OH:36])[CH2:27][CH2:28][C:29]1[CH:34]=[CH:33][CH:32]=[CH:31][CH:30]=1)[CH:9]([CH3:26])[CH2:10][CH:11]([C:12]1[CH:17]=[CH:16][C:15]([OH:18])=[CH:14][CH:13]=1)[C:19]1[CH:20]=[CH:21][C:22]([OH:25])=[CH:23][CH:24]=1)[C:2]1[CH:3]=[CH:4][CH:5]=[CH:6][CH:7]=1, predict the reactants needed to synthesize it. The reactants are: [CH2:1]([NH:8][CH:9]([CH3:26])[CH2:10][CH:11]([C:19]1[CH:24]=[CH:23][C:22]([OH:25])=[CH:21][CH:20]=1)[C:12]1[CH:17]=[CH:16][C:15]([OH:18])=[CH:14][CH:13]=1)[C:2]1[CH:7]=[CH:6][CH:5]=[CH:4][CH:3]=1.[CH2:27]([CH:35]1[CH2:37][O:36]1)[CH2:28][C:29]1[CH:34]=[CH:33][CH:32]=[CH:31][CH:30]=1.FC(F)(F)S([O-])(=O)=O.[Yb+3].FC(F)(F)S([O-])(=O)=O.FC(F)(F)S([O-])(=O)=O.C(=O)(O)[O-].[Na+]. (2) Given the product [O:1]1[CH:5]=[CH:4][CH:3]=[C:2]1[CH2:6][C:7]([OH:11])=[O:9], predict the reactants needed to synthesize it. The reactants are: [O:1]1[CH:5]=[CH:4][CH:3]=[C:2]1[CH2:6][C:7]#N.[OH-:9].[K+].[OH2:11]. (3) Given the product [CH3:31][O:32][C:33]1[CH:34]=[C:35]([C:8]2[CH:9]=[C:10]3[CH:30]=[CH:29][CH:28]=[CH:27][C:11]3=[C:12]3[C:20]=2[C:19]2[C:14](=[CH:15][CH:16]=[CH:17][CH:18]=2)[CH:13]3[C:21]2[CH:26]=[CH:25][CH:24]=[CH:23][CH:22]=2)[CH:36]=[C:37]([O:39][CH3:40])[CH:38]=1, predict the reactants needed to synthesize it. The reactants are: C([O-])([O-])=O.[Na+].[Na+].I[C:8]1[CH:9]=[C:10]2[CH:30]=[CH:29][CH:28]=[CH:27][C:11]2=[C:12]2[C:20]=1[C:19]1[C:14](=[CH:15][CH:16]=[CH:17][CH:18]=1)[CH:13]2[C:21]1[CH:26]=[CH:25][CH:24]=[CH:23][CH:22]=1.[CH3:31][O:32][C:33]1[CH:34]=[C:35](B(O)O)[CH:36]=[C:37]([O:39][CH3:40])[CH:38]=1. (4) Given the product [OH:51][C@H:50]([CH2:49][O:42][C:43]1[CH:48]=[CH:47][CH:46]=[CH:45][CH:44]=1)[CH2:52][O:1][C:2]1[CH:7]=[CH:6][C:5]([CH:8]2[CH2:13][CH2:12][N:11]([C:14]([O:16][CH2:17][C:18]3[CH:19]=[CH:20][CH:21]=[CH:22][CH:23]=3)=[O:15])[CH2:10][CH:9]2[O:24][CH2:25][C:26]2[CH:27]=[CH:28][C:29]3[O:34][CH2:33][C:32](=[O:35])[N:31]([CH2:36][CH2:37][CH2:38][O:39][CH3:40])[C:30]=3[CH:41]=2)=[CH:4][CH:3]=1, predict the reactants needed to synthesize it. The reactants are: [OH:1][C:2]1[CH:7]=[CH:6][C:5]([CH:8]2[CH2:13][CH2:12][N:11]([C:14]([O:16][CH2:17][C:18]3[CH:23]=[CH:22][CH:21]=[CH:20][CH:19]=3)=[O:15])[CH2:10][CH:9]2[O:24][CH2:25][C:26]2[CH:27]=[CH:28][C:29]3[O:34][CH2:33][C:32](=[O:35])[N:31]([CH2:36][CH2:37][CH2:38][O:39][CH3:40])[C:30]=3[CH:41]=2)=[CH:4][CH:3]=1.[O:42]([CH2:49][C@@H:50]1[CH2:52][O:51]1)[C:43]1[CH:48]=[CH:47][CH:46]=[CH:45][CH:44]=1.[F-].[Cs+]. (5) Given the product [CH3:1][C:2]1([CH3:13])[CH:4]2[CH2:5][C:6]3[C:10]([CH:3]12)=[N:9][NH:8][C:7]=3[C:11]1[N:14]=[N:15][NH:16][N:12]=1, predict the reactants needed to synthesize it. The reactants are: [CH3:1][C:2]1([CH3:13])[CH:4]2[CH2:5][C:6]3[C:10]([CH:3]12)=[N:9][NH:8][C:7]=3[C:11]#[N:12].[N-:14]=[N+:15]=[N-:16].[Na+].Cl.